Task: Predict the reactants needed to synthesize the given product.. Dataset: Full USPTO retrosynthesis dataset with 1.9M reactions from patents (1976-2016) (1) Given the product [Cl:29][C:24]1[CH:25]=[CH:26][CH:27]=[CH:28][C:23]=1[C:4]1[CH:3]=[C:2]([NH:33][CH2:32][CH2:30][OH:31])[N:7]=[CH:6][C:5]=1[N:8]([CH3:22])[C:9](=[O:21])[C:10]([C:13]1[CH:18]=[C:17]([Cl:19])[CH:16]=[C:15]([Cl:20])[CH:14]=1)([CH3:11])[CH3:12], predict the reactants needed to synthesize it. The reactants are: Cl[C:2]1[N:7]=[CH:6][C:5]([N:8]([CH3:22])[C:9](=[O:21])[C:10]([C:13]2[CH:18]=[C:17]([Cl:19])[CH:16]=[C:15]([Cl:20])[CH:14]=2)([CH3:12])[CH3:11])=[C:4]([C:23]2[CH:28]=[CH:27][CH:26]=[CH:25][C:24]=2[Cl:29])[CH:3]=1.[CH2:30]([CH2:32][NH2:33])[OH:31]. (2) Given the product [F:1][C:2]1[CH:3]=[CH:4][C:5]([CH2:6][NH:7][C:8]([C:10]2[S:14][C:13]([C:15]3[CH:19]=[C:18]([CH3:20])[N:17]([CH2:32][CH2:31][C:28]4[CH:29]=[CH:30][C:25]([F:24])=[CH:26][CH:27]=4)[N:16]=3)=[N:12][C:11]=2[CH3:21])=[O:9])=[CH:22][CH:23]=1, predict the reactants needed to synthesize it. The reactants are: [F:1][C:2]1[CH:23]=[CH:22][C:5]([CH2:6][NH:7][C:8]([C:10]2[S:14][C:13]([C:15]3[NH:16][N:17]=[C:18]([CH3:20])[CH:19]=3)=[N:12][C:11]=2[CH3:21])=[O:9])=[CH:4][CH:3]=1.[F:24][C:25]1[CH:30]=[CH:29][C:28]([CH2:31][CH2:32]N2C(C)=CC(I)=N2)=[CH:27][CH:26]=1. (3) Given the product [Cl:20][C:15]1[CH:16]=[CH:17][CH:18]=[CH:19][C:14]=1[C:11]1[CH:12]=[CH:13][C:8]2[N:7]=[C:28]([C:30]3[CH:31]=[C:32]([CH:35]=[CH:36][CH:37]=3)[C:33]#[N:34])[CH2:27][C:26](=[O:38])[NH:21][C:9]=2[CH:10]=1, predict the reactants needed to synthesize it. The reactants are: C(OC(=O)[NH:7][C:8]1[CH:13]=[CH:12][C:11]([C:14]2[CH:19]=[CH:18][CH:17]=[CH:16][C:15]=2[Cl:20])=[CH:10][C:9]=1[NH2:21])(C)(C)C.CC1(C)O[C:28]([C:30]2[CH:31]=[C:32]([CH:35]=[CH:36][CH:37]=2)[C:33]#[N:34])=[CH:27][C:26](=[O:38])O1.C(O)(C(F)(F)F)=O. (4) Given the product [Br:21][C:22]1[CH:27]=[C:26]([Br:28])[N:25]=[C:24]([C:29]2[CH:34]=[CH:33][C:32]([F:35])=[CH:31][C:30]=2[F:36])[C:23]=1[CH2:37][CH2:19][C:18]([O:17][C:13]([CH3:16])([CH3:15])[CH3:14])=[O:20], predict the reactants needed to synthesize it. The reactants are: C[Si]([NH-])(C)C.C[Si]([NH-])(C)C.[Li+].[Li+].[C:13]([O:17][C:18](=[O:20])[CH3:19])([CH3:16])([CH3:15])[CH3:14].[Br:21][C:22]1[CH:27]=[C:26]([Br:28])[N:25]=[C:24]([C:29]2[CH:34]=[CH:33][C:32]([F:35])=[CH:31][C:30]=2[F:36])[C:23]=1[CH3:37].CO. (5) Given the product [O:14]1[CH2:19][CH2:18][O:17][C:16]2[CH:20]=[C:21]([C:24]3[NH:13][C:5]4[N:4]([N:3]=[C:2]([CH3:1])[C:6]=4[C:7]4[CH:12]=[CH:11][CH:10]=[CH:9][CH:8]=4)[C:26](=[O:27])[CH:25]=3)[CH:22]=[CH:23][C:15]1=2, predict the reactants needed to synthesize it. The reactants are: [CH3:1][C:2]1[C:6]([C:7]2[CH:12]=[CH:11][CH:10]=[CH:9][CH:8]=2)=[C:5]([NH2:13])[NH:4][N:3]=1.[O:14]1[CH2:19][CH2:18][O:17][C:16]2[CH:20]=[C:21]([C:24](=O)[CH2:25][C:26](OCC)=[O:27])[CH:22]=[CH:23][C:15]1=2. (6) Given the product [F:25][C:15]1[CH:14]=[C:13]([CH:11]([CH3:12])[C:10]([NH:9][CH2:8][C:7]2[C:2]([C:31]3[CH:32]=[CH:33][CH:34]=[CH:35][CH:36]=3)=[N:3][C:4]([C:27]([F:30])([F:29])[F:28])=[CH:5][CH:6]=2)=[O:26])[CH:18]=[CH:17][C:16]=1[CH2:19][NH:20][S:21]([CH3:24])(=[O:23])=[O:22], predict the reactants needed to synthesize it. The reactants are: Cl[C:2]1[C:7]([CH2:8][NH:9][C:10](=[O:26])[CH:11]([C:13]2[CH:18]=[CH:17][C:16]([CH2:19][NH:20][S:21]([CH3:24])(=[O:23])=[O:22])=[C:15]([F:25])[CH:14]=2)[CH3:12])=[CH:6][CH:5]=[C:4]([C:27]([F:30])([F:29])[F:28])[N:3]=1.[C:31]1(C)[C:32](CCO)=[CH:33][CH:34]=[CH:35][CH:36]=1.C1(B(CO)CO)C=CC=CC=1.C(=O)([O-])[O-].[Na+].[Na+].O=O. (7) Given the product [CH:1]1([CH2:4][N:5]2[CH2:30][CH2:29][C@:12]34[C:13]5[C:14]6[O:28][C@H:11]3[C:33]([O:36][CH3:37])([O:38][CH3:39])[CH2:9][CH2:8][C@@:7]4([OH:32])[C@H:6]2[CH2:19][C:18]=5[CH:17]=[CH:16][C:15]=6[O:20][CH2:21][C:22]2[CH:27]=[CH:26][CH:25]=[CH:24][CH:23]=2)[CH2:3][CH2:2]1, predict the reactants needed to synthesize it. The reactants are: [CH:1]1([CH2:4][N:5]2[CH2:30][CH2:29][C@:12]34[C:13]5[C:14]6[O:28][C@H:11]3C(=O)[CH2:9][CH2:8][C@@:7]4([OH:32])[C@H:6]2[CH2:19][C:18]=5[CH:17]=[CH:16][C:15]=6[O:20][CH2:21][C:22]2[CH:27]=[CH:26][CH:25]=[CH:24][CH:23]=2)[CH2:3][CH2:2]1.[CH:33]([O:38][CH3:39])([O:36][CH3:37])OC.S(=O)(=O)(O)O. (8) Given the product [CH3:16][O:9][C:7](=[O:8])[C:6]1[CH:10]=[CH:11][C:12]([I:14])=[CH:13][C:5]=1[NH2:4], predict the reactants needed to synthesize it. The reactants are: C([NH:4][C:5]1[CH:13]=[C:12]([I:14])[CH:11]=[CH:10][C:6]=1[C:7]([OH:9])=[O:8])(=O)C.Cl.[CH3:16]O. (9) Given the product [N:1]1([C@H:6]2[CH2:10][CH2:9][C@H:8]([N:16]3[C:15](=[O:17])[C:14]4=[CH:18][CH:19]=[CH:20][CH:21]=[C:13]4[C:12]3=[O:22])[CH2:7]2)[CH:5]=[CH:4][CH:3]=[N:2]1, predict the reactants needed to synthesize it. The reactants are: [N:1]1([C@@H:6]2[CH2:10][CH2:9][C@H:8](O)[CH2:7]2)[CH:5]=[CH:4][CH:3]=[N:2]1.[C:12]1(=[O:22])[NH:16][C:15](=[O:17])[C:14]2=[CH:18][CH:19]=[CH:20][CH:21]=[C:13]12.CC(OC(/N=N/C(OC(C)C)=O)=O)C.C1(P(C2C=CC=CC=2)C2C=CC=CC=2)C=CC=CC=1.